Task: Predict the reaction yield, written as a fraction of the theoretical maximum amount of product (1.0 means a 100% yield; for example, 0.34 means a 34% yield).. Dataset: Reaction yield outcomes from USPTO patents with 853,638 reactions (1) The reactants are [CH:1]([N:4]1[CH2:9][CH2:8][CH:7]([O:10][C:11]2[CH:19]=[CH:18][C:17]3[N:16]4[CH2:20][CH2:21][NH:22][C:23](=[O:24])[C:15]4=[CH:14][C:13]=3[CH:12]=2)[CH2:6][CH2:5]1)([CH3:3])[CH3:2].[H-].[Na+].[CH3:27][O:28][C:29]1[CH:30]=[C:31]([CH:34]=[CH:35][CH:36]=1)[CH2:32]Cl. No catalyst specified. The product is [CH:1]([N:4]1[CH2:9][CH2:8][CH:7]([O:10][C:11]2[CH:19]=[CH:18][C:17]3[N:16]4[CH2:20][CH2:21][N:22]([CH2:32][C:31]5[CH:34]=[CH:35][CH:36]=[C:29]([O:28][CH3:27])[CH:30]=5)[C:23](=[O:24])[C:15]4=[CH:14][C:13]=3[CH:12]=2)[CH2:6][CH2:5]1)([CH3:3])[CH3:2]. The yield is 0.740. (2) The reactants are [CH3:1][O:2][C:3]1[CH:8]=[CH:7][C:6]([C:9]2C(=O)[C:12](=[O:15])[C:11]3([CH2:20][CH2:19][CH2:18][CH2:17][CH2:16]3)[N:10]=2)=[CH:5][CH:4]=1.[NH2:21][C@H:22]([CH2:26][OH:27])[CH:23]([CH3:25])[CH3:24].C(OCC)(=[O:30])C. No catalyst specified. The product is [CH3:1][O:2][C:3]1[CH:4]=[CH:5][C:6]([C:9]([NH:10][C:11]2([C:12]([NH:21][C@H:22]([CH2:26][OH:27])[CH:23]([CH3:25])[CH3:24])=[O:15])[CH2:16][CH2:17][CH2:18][CH2:19][CH2:20]2)=[O:30])=[CH:7][CH:8]=1. The yield is 0.667.